Dataset: Full USPTO retrosynthesis dataset with 1.9M reactions from patents (1976-2016). Task: Predict the reactants needed to synthesize the given product. (1) Given the product [CH3:12][N:11]([CH3:13])[C:9]([CH2:8][C:4]1[CH:3]=[C:2]([C:34]2[CH:35]=[C:36]3[C:41](=[N:42][CH:43]=2)[N:40]([C:44]([NH2:46])=[O:45])[CH2:39][CH2:38][CH2:37]3)[CH:7]=[N:6][CH:5]=1)=[O:10], predict the reactants needed to synthesize it. The reactants are: Br[C:2]1[CH:3]=[C:4]([CH2:8][C:9]([N:11]([CH3:13])[CH3:12])=[O:10])[CH:5]=[N:6][CH:7]=1.C([O-])([O-])=O.[Na+].[Na+].O1CCOCC1.CC1(C)C(C)(C)OB([C:34]2[CH:35]=[C:36]3[C:41](=[N:42][CH:43]=2)[N:40]([C:44]([NH2:46])=[O:45])[CH2:39][CH2:38][CH2:37]3)O1.CCOC(C)=O. (2) Given the product [Br:1][C:2]1[CH:14]=[CH:13][C:5]([N:6]([CH2:23][C:22]2[CH:25]=[CH:26][C:19]([Cl:18])=[CH:20][CH:21]=2)[CH2:7][CH2:8][C:9]([F:11])([F:12])[F:10])=[C:4]([N+:15]([O-:17])=[O:16])[CH:3]=1, predict the reactants needed to synthesize it. The reactants are: [Br:1][C:2]1[CH:14]=[CH:13][C:5]([NH:6][CH2:7][CH2:8][C:9]([F:12])([F:11])[F:10])=[C:4]([N+:15]([O-:17])=[O:16])[CH:3]=1.[Cl:18][C:19]1[CH:26]=[CH:25][C:22]([CH2:23]Br)=[CH:21][CH:20]=1.C(N(CCC(F)(F)F)C1C=CC(Br)=CC=1[N+]([O-])=O)C1C=CC=CC=1. (3) The reactants are: [C:1]([C:9]([OH:11])=[O:10])(=[O:8])[C:2]1[CH:7]=[CH:6][CH:5]=[CH:4][CH:3]=1.C(Cl)(=O)C(Cl)=O.[N:18]12[CH2:25][CH2:24][CH:21]([CH2:22][CH2:23]1)[C@@H:20](O)[CH2:19]2. Given the product [O:8]=[C:1]([C:2]1[CH:7]=[CH:6][CH:5]=[CH:4][CH:3]=1)[C:9]([O:11][C@@H:20]1[CH:21]2[CH2:24][CH2:25][N:18]([CH2:23][CH2:22]2)[CH2:19]1)=[O:10], predict the reactants needed to synthesize it. (4) The reactants are: [CH3:1][O:2][C:3](=[O:19])[CH2:4][C:5]([N:8]1[CH:12]=[C:11]([NH:13][C:14](=[O:18])[CH:15]([NH2:17])[CH3:16])[N:10]=[CH:9]1)([CH3:7])[CH3:6].[F:20][C:21]1[CH:22]=[C:23]([CH2:28][C:29](O)=[O:30])[CH:24]=[C:25]([F:27])[CH:26]=1. Given the product [CH3:1][O:2][C:3](=[O:19])[CH2:4][C:5]([N:8]1[CH:12]=[C:11]([NH:13][C:14](=[O:18])[CH:15]([NH:17][C:29](=[O:30])[CH2:28][C:23]2[CH:22]=[C:21]([F:20])[CH:26]=[C:25]([F:27])[CH:24]=2)[CH3:16])[N:10]=[CH:9]1)([CH3:7])[CH3:6], predict the reactants needed to synthesize it.